Dataset: Full USPTO retrosynthesis dataset with 1.9M reactions from patents (1976-2016). Task: Predict the reactants needed to synthesize the given product. (1) Given the product [N:26]([CH2:2][CH2:3][CH2:4][S:5]([O:8][CH2:9][C:10]([CH3:25])([CH3:24])[C@@H:11]([OH:23])[C:12]([O:14][C@H:15]([C:17]1[CH:22]=[CH:21][CH:20]=[CH:19][CH:18]=1)[CH3:16])=[O:13])(=[O:7])=[O:6])=[N+:27]=[N-:28], predict the reactants needed to synthesize it. The reactants are: Cl[CH2:2][CH2:3][CH2:4][S:5]([O:8][CH2:9][C:10]([CH3:25])([CH3:24])[C@@H:11]([OH:23])[C:12]([O:14][C@H:15]([C:17]1[CH:22]=[CH:21][CH:20]=[CH:19][CH:18]=1)[CH3:16])=[O:13])(=[O:7])=[O:6].[N-:26]=[N+:27]=[N-:28].[Na+]. (2) Given the product [ClH:46].[ClH:1].[N:15]1[CH:20]=[CH:19][CH:18]=[C:17]([O:21][CH2:22][CH:23]2[CH2:28][NH:27][CH2:26][CH2:25][N:24]2[C:36]([O:38][CH2:39][C:40]2[CH:41]=[CH:42][C:43]([Cl:46])=[CH:44][CH:45]=2)=[O:37])[CH:16]=1, predict the reactants needed to synthesize it. The reactants are: [ClH:1].O1CCOCC1.OC(C(F)(F)F)=O.[N:15]1[CH:20]=[CH:19][CH:18]=[C:17]([O:21][CH2:22][CH:23]2[CH2:28][N:27](C(OC(C)(C)C)=O)[CH2:26][CH2:25][N:24]2[C:36]([O:38][CH2:39][C:40]2[CH:45]=[CH:44][C:43]([Cl:46])=[CH:42][CH:41]=2)=[O:37])[CH:16]=1. (3) Given the product [C:40]([O:43][CH2:44][C:45]([NH:1][C:2]1[CH:3]=[CH:4][C:5]([C:8]2[C:9]3[CH:31]=[C:30]([Cl:32])[CH:29]=[CH:28][C:10]=3[N:11]([CH3:27])[C:12](=[O:26])[CH:13]([CH2:15][C:16]3[CH:25]=[CH:24][C:23]4[C:18](=[CH:19][CH:20]=[CH:21][CH:22]=4)[CH:17]=3)[N:14]=2)=[CH:6][N:7]=1)=[O:46])(=[O:42])[CH3:41], predict the reactants needed to synthesize it. The reactants are: [NH2:1][C:2]1[N:7]=[CH:6][C:5]([C:8]2[C:9]3[CH:31]=[C:30]([Cl:32])[CH:29]=[CH:28][C:10]=3[N:11]([CH3:27])[C:12](=[O:26])[CH:13]([CH2:15][C:16]3[CH:25]=[CH:24][C:23]4[C:18](=[CH:19][CH:20]=[CH:21][CH:22]=4)[CH:17]=3)[N:14]=2)=[CH:4][CH:3]=1.C(N(CC)CC)C.[C:40]([O:43][CH2:44][C:45](Cl)=[O:46])(=[O:42])[CH3:41]. (4) Given the product [Cl:1][C:2]1[CH:8]=[C:7]([Br:13])[C:6]([CH:9]2[CH2:10][CH2:11]2)=[C:5]([F:12])[C:3]=1[NH2:4], predict the reactants needed to synthesize it. The reactants are: [Cl:1][C:2]1[CH:8]=[CH:7][C:6]([CH:9]2[CH2:11][CH2:10]2)=[C:5]([F:12])[C:3]=1[NH2:4].[Br:13]N1C(=O)CCC1=O. (5) Given the product [ClH:31].[NH2:1][C:2]1[S:3][C:4]([C:25]2[CH:30]=[CH:29][N:28]=[C:27]([NH:32][C:33]3[CH:43]=[CH:42][C:36]4[NH:37][C:38](=[O:41])[CH2:39][O:40][C:35]=4[CH:34]=3)[N:26]=2)=[C:5]([C:7]2[CH:8]=[C:9]([N:13]([CH3:24])[C:14](=[O:23])[C:15]3[C:20]([F:21])=[CH:19][CH:18]=[CH:17][C:16]=3[F:22])[CH:10]=[CH:11][CH:12]=2)[N:6]=1, predict the reactants needed to synthesize it. The reactants are: [NH2:1][C:2]1[S:3][C:4]([C:25]2[CH:30]=[CH:29][N:28]=[C:27]([Cl:31])[N:26]=2)=[C:5]([C:7]2[CH:8]=[C:9]([N:13]([CH3:24])[C:14](=[O:23])[C:15]3[C:20]([F:21])=[CH:19][CH:18]=[CH:17][C:16]=3[F:22])[CH:10]=[CH:11][CH:12]=2)[N:6]=1.[NH2:32][C:33]1[CH:43]=[CH:42][C:36]2[NH:37][C:38](=[O:41])[CH2:39][O:40][C:35]=2[CH:34]=1.